This data is from Catalyst prediction with 721,799 reactions and 888 catalyst types from USPTO. The task is: Predict which catalyst facilitates the given reaction. (1) Reactant: [O:1]=[C:2]1[N:11]([CH2:12][C:13]2[CH:22]=[CH:21][C:16]([C:17]([O:19][CH3:20])=[O:18])=[CH:15][CH:14]=2)[C:10](=[O:23])[C:9]2[C:4](=[CH:5][CH:6]=[CH:7][CH:8]=2)[NH:3]1.[CH3:24][C:25]1[CH:32]=[CH:31][C:28]([CH2:29]Br)=[CH:27][CH:26]=1.C(=O)([O-])[O-].[K+].[K+]. Product: [CH3:24][C:25]1[CH:32]=[CH:31][C:28]([CH2:29][N:3]2[C:4]3[C:9](=[CH:8][CH:7]=[CH:6][CH:5]=3)[C:10](=[O:23])[N:11]([CH2:12][C:13]3[CH:14]=[CH:15][C:16]([C:17]([O:19][CH3:20])=[O:18])=[CH:21][CH:22]=3)[C:2]2=[O:1])=[CH:27][CH:26]=1. The catalyst class is: 85. (2) Reactant: Cl[C:2]1[N:7]=[C:6]([NH:8][C:9]2[CH:13]=[C:12]([N:14]([CH3:16])[CH3:15])[NH:11][N:10]=2)[C:5]([F:17])=[CH:4][N:3]=1.ClC1C(NC2C=C(OC)NN=2)=NC([NH:25][C@H:26]([C:28]2[N:33]=[CH:32][C:31]([F:34])=[CH:30][N:29]=2)[CH3:27])=NC=1.CCN(C(C)C)C(C)C. Product: [CH3:15][N:14]([CH3:16])[C:12]1[NH:11][N:10]=[C:9]([NH:8][C:6]2[C:5]([F:17])=[CH:4][N:3]=[C:2]([NH:25][C@H:26]([C:28]3[N:33]=[CH:32][C:31]([F:34])=[CH:30][N:29]=3)[CH3:27])[N:7]=2)[CH:13]=1. The catalyst class is: 114.